From a dataset of Full USPTO retrosynthesis dataset with 1.9M reactions from patents (1976-2016). Predict the reactants needed to synthesize the given product. Given the product [C:43]([O:42][C:40]([NH:47][CH2:48][CH2:49][N:2]1[CH2:3][C:4]2[C:9](=[CH:8][CH:7]=[C:6]([CH2:10][C:11]([NH:13][CH:14]([B:27]3[O:35][CH:34]4[C:29]([CH3:39])([CH:30]5[CH2:36][CH:32]([CH2:33]4)[C:31]5([CH3:38])[CH3:37])[O:28]3)[CH2:15][C:16]3[C:17]([O:25][CH3:26])=[C:18]([CH:22]=[CH:23][CH:24]=3)[C:19]([OH:21])=[O:20])=[O:12])[CH:5]=2)[CH2:1]1)=[O:41])([CH3:46])([CH3:45])[CH3:44], predict the reactants needed to synthesize it. The reactants are: [CH2:1]1[C:9]2[C:4](=[CH:5][C:6]([CH2:10][C:11]([NH:13][CH:14]([B:27]3[O:35][CH:34]4[C:29]([CH3:39])([CH:30]5[CH2:36][CH:32]([CH2:33]4)[C:31]5([CH3:38])[CH3:37])[O:28]3)[CH2:15][C:16]3[C:17]([O:25][CH3:26])=[C:18]([CH:22]=[CH:23][CH:24]=3)[C:19]([OH:21])=[O:20])=[O:12])=[CH:7][CH:8]=2)[CH2:3][NH:2]1.[C:40]([NH:47][CH2:48][CH:49]=O)([O:42][C:43]([CH3:46])([CH3:45])[CH3:44])=[O:41].